This data is from Full USPTO retrosynthesis dataset with 1.9M reactions from patents (1976-2016). The task is: Predict the reactants needed to synthesize the given product. (1) Given the product [C:12]1([N:9]2[C:5]3=[N:6][CH:7]=[N:8][C:3]([NH:1][N:2]=[C:26]([OH:27])[CH:25]=[CH:24][C:23]4[CH:29]=[CH:30][C:20]([CH:18]=[O:19])=[CH:21][CH:22]=4)=[C:4]3[CH:11]=[N:10]2)[CH:17]=[CH:16][CH:15]=[CH:14][CH:13]=1, predict the reactants needed to synthesize it. The reactants are: [NH:1]([C:3]1[N:8]=[CH:7][N:6]=[C:5]2[N:9]([C:12]3[CH:17]=[CH:16][CH:15]=[CH:14][CH:13]=3)[N:10]=[CH:11][C:4]=12)[NH2:2].[CH:18]([C:20]1[CH:30]=[CH:29][C:23]([CH:24]=[CH:25][C:26](O)=[O:27])=[CH:22][CH:21]=1)=[O:19]. (2) Given the product [CH3:13][O:14][C:15]1[CH:16]=[C:17]([CH:21]=[CH:22][CH:23]=1)[C:18]([NH:12][CH2:11][CH2:10][C:3]1[C:4]2[C:5](=[N:6][CH:7]=[CH:8][CH:9]=2)[NH:1][CH:2]=1)=[O:19], predict the reactants needed to synthesize it. The reactants are: [NH:1]1[C:5]2=[N:6][CH:7]=[CH:8][CH:9]=[C:4]2[C:3]([CH2:10][CH2:11][NH2:12])=[CH:2]1.[CH3:13][O:14][C:15]1[CH:16]=[C:17]([CH:21]=[CH:22][CH:23]=1)[C:18](O)=[O:19].ON1C2N=CC=CC=2N=N1.C(N=C=NCCCN(C)C)C.C(=O)([O-])O.[Na+]. (3) Given the product [CH3:13][O:14][C:15]1[CH:20]=[CH:19][CH:18]=[CH:17][C:16]=1[C:2]1[CH:3]=[C:4]2[C:9](=[CH:10][CH:11]=1)[N:8]=[CH:7][N:6]=[C:5]2[OH:12], predict the reactants needed to synthesize it. The reactants are: Br[C:2]1[CH:3]=[C:4]2[C:9](=[CH:10][CH:11]=1)[N:8]=[CH:7][N:6]=[C:5]2[OH:12].[CH3:13][O:14][C:15]1[CH:20]=[CH:19][CH:18]=[CH:17][C:16]=1B(O)O.P([O-])([O-])([O-])=O.[K+].[K+].[K+]. (4) Given the product [Cl:1][C:2]1[CH:10]=[C:9]([CH:11]([O:14][CH2:15][C:16]2([C:29]3[CH:34]=[CH:33][C:32]([F:35])=[CH:31][CH:30]=3)[CH2:21][CH2:20][N:19]([C:22]([O:24][C:25]([CH3:28])([CH3:27])[CH3:26])=[O:23])[CH2:18][CH2:17]2)[CH2:12][O:13][CH3:47])[C:8]2[C:4](=[CH:5][N:6]([CH2:36][O:37][CH2:38][CH2:39][Si:40]([CH3:43])([CH3:41])[CH3:42])[N:7]=2)[CH:3]=1, predict the reactants needed to synthesize it. The reactants are: [Cl:1][C:2]1[CH:10]=[C:9]([CH:11]([O:14][CH2:15][C:16]2([C:29]3[CH:34]=[CH:33][C:32]([F:35])=[CH:31][CH:30]=3)[CH2:21][CH2:20][N:19]([C:22]([O:24][C:25]([CH3:28])([CH3:27])[CH3:26])=[O:23])[CH2:18][CH2:17]2)[CH2:12][OH:13])[C:8]2[C:4](=[CH:5][N:6]([CH2:36][O:37][CH2:38][CH2:39][Si:40]([CH3:43])([CH3:42])[CH3:41])[N:7]=2)[CH:3]=1.[H-].[Na+].I[CH3:47]. (5) Given the product [C:3]([C:7]1[CH:39]=[CH:38][C:10]2=[N:11][N:12]([C:14]3[CH:19]=[C:18]([C:20]([CH2:23][C:24]([CH3:27])([CH3:26])[CH3:25])([CH3:21])[CH3:22])[CH:17]=[C:16]([C:28]([C:31]4[CH:32]=[CH:33][CH:34]=[CH:35][CH:36]=4)([CH3:29])[CH3:30])[C:15]=3[OH:37])[N:13]=[C:9]2[CH:8]=1)([OH:5])=[O:4], predict the reactants needed to synthesize it. The reactants are: [OH-].[K+].[C:3]([C:7]1[CH:39]=[CH:38][C:10]2=[N:11][N:12]([C:14]3[CH:19]=[C:18]([C:20]([CH2:23][C:24]([CH3:27])([CH3:26])[CH3:25])([CH3:22])[CH3:21])[CH:17]=[C:16]([C:28]([C:31]4[CH:36]=[CH:35][CH:34]=[CH:33][CH:32]=4)([CH3:30])[CH3:29])[C:15]=3[OH:37])[N:13]=[C:9]2[CH:8]=1)([O:5]C)=[O:4].Cl.CCOCC. (6) The reactants are: [OH-].[Na+].[C:3]([N:11]([CH2:13][C:14]1[CH:15]=[C:16]([C:20]2[CH:25]=[CH:24][C:23]([CH2:26][CH2:27][C:28]([O:30]C)=[O:29])=[CH:22][C:21]=2[O:32][CH2:33][CH2:34][CH2:35][CH3:36])[CH:17]=[CH:18][CH:19]=1)[CH3:12])(=[O:10])[C:4]1[CH:9]=[CH:8][CH:7]=[CH:6][CH:5]=1. Given the product [C:3]([N:11]([CH2:13][C:14]1[CH:15]=[C:16]([C:20]2[CH:25]=[CH:24][C:23]([CH2:26][CH2:27][C:28]([OH:30])=[O:29])=[CH:22][C:21]=2[O:32][CH2:33][CH2:34][CH2:35][CH3:36])[CH:17]=[CH:18][CH:19]=1)[CH3:12])(=[O:10])[C:4]1[CH:9]=[CH:8][CH:7]=[CH:6][CH:5]=1, predict the reactants needed to synthesize it.